This data is from HIV replication inhibition screening data with 41,000+ compounds from the AIDS Antiviral Screen. The task is: Binary Classification. Given a drug SMILES string, predict its activity (active/inactive) in a high-throughput screening assay against a specified biological target. (1) The compound is Oc1nc2ccccc2c(O)c1-c1ccccc1. The result is 0 (inactive). (2) The molecule is Cl.NC(C(=O)OC(=O)c1ccccc1)C(=O)OC(=O)c1ccccc1. The result is 0 (inactive). (3) The compound is Cc1ccc(S(=O)(=O)c2[nH]cc(C(=CC3CCCCC3)[N+](=O)[O-])c2C2CCCCC2)cc1. The result is 0 (inactive). (4) The molecule is COC(=O)c1ccc(OCc2ccc3nc(OC)c(OC)nc3c2)cc1. The result is 0 (inactive). (5) The compound is O=C1C(=Cc2cccc(O)c2)COc2ccccc21. The result is 0 (inactive).